Dataset: Reaction yield outcomes from USPTO patents with 853,638 reactions. Task: Predict the reaction yield, written as a fraction of the theoretical maximum amount of product (1.0 means a 100% yield; for example, 0.34 means a 34% yield). (1) The reactants are Cl.[CH3:2][NH:3][OH:4].O.O.O.[C:8]([O-])(=O)[CH3:9].[Na+].[CH2:13]=O.[CH2:15]([O:26][C:27]1[CH:34]=[CH:33][C:30]([CH:31]=[O:32])=[CH:29][CH:28]=1)[CH2:16][CH2:17][CH2:18][CH2:19][CH2:20][CH2:21][CH2:22][CH2:23][CH:24]=[CH2:25]. The catalyst is C(O)C. The product is [CH3:2][N:3]1[CH2:13][CH2:25][CH:24]([CH:23]([CH2:8][CH3:9])[CH2:22][CH2:21][CH2:20][CH2:19][CH2:18][CH2:17][CH2:16][CH2:15][O:26][C:27]2[CH:28]=[CH:29][C:30]([CH:31]=[O:32])=[CH:33][CH:34]=2)[O:4]1. The yield is 0.900. (2) The reactants are [Br:1][CH2:2][C:3]([C:5]1[CH:10]=[CH:9][C:8]([OH:11])=[CH:7][CH:6]=1)=[O:4].[S:12]1[CH:16]=[C:15]([CH:17]([NH:29][C:30]2[CH:35]=[CH:34][CH:33]=[CH:32][CH:31]=2)[C:18]([O:20][C@@H:21]2[CH:26]3[CH2:27][CH2:28][N:23]([CH2:24][CH2:25]3)[CH2:22]2)=[O:19])[C:14]2[CH:36]=[CH:37][CH:38]=[CH:39][C:13]1=2. The catalyst is CCOC(C)=O. The product is [Br-:1].[S:12]1[CH:16]=[C:15]([CH:17]([NH:29][C:30]2[CH:35]=[CH:34][CH:33]=[CH:32][CH:31]=2)[C:18]([O:20][C@@H:21]2[CH:26]3[CH2:27][CH2:28][N+:23]([CH2:2][C:3]([C:5]4[CH:10]=[CH:9][C:8]([OH:11])=[CH:7][CH:6]=4)=[O:4])([CH2:24][CH2:25]3)[CH2:22]2)=[O:19])[C:14]2[CH:36]=[CH:37][CH:38]=[CH:39][C:13]1=2. The yield is 0.653. (3) The reactants are Cl[CH2:2][CH2:3][CH2:4][S:5]([N:8]1[CH2:13][CH2:12][CH:11]([C:14]2[C:22]3[C:17](=[C:18]([C:29]([NH2:31])=[O:30])[CH:19]=[C:20]([C:23]4[CH:28]=[CH:27][CH:26]=[CH:25][CH:24]=4)[CH:21]=3)[NH:16][CH:15]=2)[CH2:10][CH2:9]1)(=[O:7])=[O:6].[CH3:32][O:33][C:34]1[CH:39]=[CH:38][C:37]([OH:40])=[CH:36][CH:35]=1.C([O-])([O-])=O.[K+].[K+]. The catalyst is [I-].[Na+]. The product is [CH3:32][O:33][C:34]1[CH:39]=[CH:38][C:37]([O:40][CH2:2][CH2:3][CH2:4][S:5]([N:8]2[CH2:13][CH2:12][CH:11]([C:14]3[C:22]4[C:17](=[C:18]([C:29]([NH2:31])=[O:30])[CH:19]=[C:20]([C:23]5[CH:28]=[CH:27][CH:26]=[CH:25][CH:24]=5)[CH:21]=4)[NH:16][CH:15]=3)[CH2:10][CH2:9]2)(=[O:7])=[O:6])=[CH:36][CH:35]=1. The yield is 0.440. (4) The reactants are [F:1][C:2]1[CH:11]=[C:10]([NH:12][S:13]([C:16]2[CH:21]=[CH:20][C:19]([B:22]3[O:26]C(C)(C)C(C)(C)[O:23]3)=[CH:18][C:17]=2[CH3:31])(=[O:15])=[O:14])[CH:9]=[CH:8][C:3]=1[C:4]([O:6][CH3:7])=[O:5].I([O-])(=O)(=O)=O.[Na+].C([O-])(=O)C.[NH4+].O. The catalyst is CC(C)=O. The product is [F:1][C:2]1[CH:11]=[C:10]([NH:12][S:13]([C:16]2[CH:21]=[CH:20][C:19]([B:22]([OH:26])[OH:23])=[CH:18][C:17]=2[CH3:31])(=[O:15])=[O:14])[CH:9]=[CH:8][C:3]=1[C:4]([O:6][CH3:7])=[O:5]. The yield is 0.820.